From a dataset of Full USPTO retrosynthesis dataset with 1.9M reactions from patents (1976-2016). Predict the reactants needed to synthesize the given product. (1) The reactants are: [CH2:1]([O:3][C:4]([C:6]1[CH:7]=[N:8][N:9]2[C:14]([CH:15]3[CH2:20][CH2:19][CH2:18][CH2:17][CH2:16]3)=[C:13]([C:21]3[CH:26]=[CH:25][C:24](I)=[CH:23][CH:22]=3)[CH:12]=[N:11][C:10]=12)=[O:5])[CH3:2].B1([CH2:37][C:38]2[CH:43]=[CH:42][CH:41]=[CH:40][CH:39]=2)C2CCCC1CCC2.[OH-].[Na+]. Given the product [CH2:1]([O:3][C:4]([C:6]1[CH:7]=[N:8][N:9]2[C:14]([CH:15]3[CH2:20][CH2:19][CH2:18][CH2:17][CH2:16]3)=[C:13]([C:21]3[CH:26]=[CH:25][C:24]([CH2:37][C:38]4[CH:43]=[CH:42][CH:41]=[CH:40][CH:39]=4)=[CH:23][CH:22]=3)[CH:12]=[N:11][C:10]=12)=[O:5])[CH3:2], predict the reactants needed to synthesize it. (2) Given the product [NH2:1][C:2]1[N:7]=[C:6]([CH3:8])[N:5]=[C:4]([C:9]2[CH:10]=[C:11]([CH:25]([OH:27])[CH3:26])[CH:12]=[N:13][C:14]=2[NH:15][C:16]2[CH:17]=[N:18][C:19]([O:23][CH3:24])=[C:20]([F:22])[CH:21]=2)[N:3]=1, predict the reactants needed to synthesize it. The reactants are: [NH2:1][C:2]1[N:7]=[C:6]([CH3:8])[N:5]=[C:4]([C:9]2[CH:10]=[C:11]([C:25](=[O:27])[CH3:26])[CH:12]=[N:13][C:14]=2[NH:15][C:16]2[CH:17]=[N:18][C:19]([O:23][CH3:24])=[C:20]([F:22])[CH:21]=2)[N:3]=1.[BH4-].[Na+].